From a dataset of Peptide-MHC class II binding affinity with 134,281 pairs from IEDB. Regression. Given a peptide amino acid sequence and an MHC pseudo amino acid sequence, predict their binding affinity value. This is MHC class II binding data. (1) The peptide sequence is PCKGDSVTIKLDGNL. The MHC is HLA-DQA10102-DQB10502 with pseudo-sequence HLA-DQA10102-DQB10502. The binding affinity (normalized) is 0. (2) The peptide sequence is EKKYFAATQFEGLAA. The MHC is HLA-DPA10301-DPB10402 with pseudo-sequence HLA-DPA10301-DPB10402. The binding affinity (normalized) is 0.964. (3) The peptide sequence is RKHIEWNCDVCRHGD. The MHC is HLA-DPA10301-DPB10402 with pseudo-sequence HLA-DPA10301-DPB10402. The binding affinity (normalized) is 0.287. (4) The binding affinity (normalized) is 0.188. The MHC is DRB1_1101 with pseudo-sequence DRB1_1101. The peptide sequence is LNRNNTFKPFAEYKS. (5) The peptide sequence is VNTLRFLVKNAGYLV. The MHC is DRB1_1501 with pseudo-sequence DRB1_1501. The binding affinity (normalized) is 0.166.